From a dataset of Catalyst prediction with 721,799 reactions and 888 catalyst types from USPTO. Predict which catalyst facilitates the given reaction. (1) Reactant: C([O:3][C:4]([CH:6]1[CH2:11][CH2:10][CH2:9][CH2:8][CH:7]1[C:12]1[CH:17]=[CH:16][CH:15]=[CH:14][C:13]=1[O:18][CH3:19])=O)C.[H-].[Al+3].[Li+].[H-].[H-].[H-].O1CCCC1.[C@H](O)(C([O-])=O)[C@@H](O)C([O-])=O.[Na+].[K+]. Product: [CH3:19][O:18][C:13]1[CH:14]=[CH:15][CH:16]=[CH:17][C:12]=1[CH:7]1[CH2:8][CH2:9][CH2:10][CH2:11][CH:6]1[CH2:4][OH:3]. The catalyst class is: 13. (2) Reactant: [CH2:1]([CH2:3][NH2:4])[OH:2].[C:5]([C:7]1[CH:8]=[C:9]([CH:12]=[CH:13][CH:14]=1)[CH:10]=O)#[N:6].[BH4-].[Na+]. Product: [OH:2][CH2:1][CH2:3][NH:4][CH2:10][C:9]1[CH:8]=[C:7]([CH:14]=[CH:13][CH:12]=1)[C:5]#[N:6]. The catalyst class is: 11. (3) Reactant: Br[C:2]1[S:10][C:9]2[C:8](=[O:11])[NH:7][C:6]([CH3:13])([CH3:12])[N:5]([CH3:14])[C:4]=2[CH:3]=1.CC1(C)C(C)(C)OB([C:23]2[CH:28]=[CH:27][N:26]=[C:25]3[NH:29][CH:30]=[CH:31][C:24]=23)O1.C(=O)([O-])[O-].[Cs+].[Cs+].COCCOC. Product: [CH3:14][N:5]1[C:4]2[CH:3]=[C:2]([C:23]3[CH:28]=[CH:27][N:26]=[C:25]4[NH:29][CH:30]=[CH:31][C:24]=34)[S:10][C:9]=2[C:8](=[O:11])[NH:7][C:6]1([CH3:13])[CH3:12]. The catalyst class is: 6. (4) Reactant: [N:1]1([CH2:6][CH2:7][CH2:8][C:9]2[CH:14]=[CH:13][C:12]([OH:15])=[CH:11][CH:10]=2)[CH:5]=[CH:4][N:3]=[CH:2]1.[Cl:16][C:17]1[CH:18]=[C:19]([N+:24]([O-:26])=[O:25])[CH:20]=[CH:21][C:22]=1F.C(=O)([O-])[O-].[K+].[K+].O. Product: [Cl:16][C:17]1[CH:18]=[C:19]([N+:24]([O-:26])=[O:25])[CH:20]=[CH:21][C:22]=1[O:15][C:12]1[CH:11]=[CH:10][C:9]([CH2:8][CH2:7][CH2:6][N:1]2[CH:5]=[CH:4][N:3]=[CH:2]2)=[CH:14][CH:13]=1. The catalyst class is: 9. (5) Reactant: Cl[CH2:2][CH2:3][CH2:4][S:5](Cl)(=[O:7])=[O:6].[NH2:9][CH2:10][CH2:11][O:12][CH2:13][CH2:14][N:15]1[C:27]2[C:26]3[CH:25]=[CH:24][CH:23]=[CH:22][C:21]=3[N:20]=[C:19]([NH2:28])[C:18]=2[N:17]=[C:16]1[CH2:29][CH2:30][CH2:31][CH3:32].C(N(CC)CC)C.N12CCCN=C1CCCCC2. Product: [CH2:29]([C:16]1[N:15]([CH2:14][CH2:13][O:12][CH2:11][CH2:10][N:9]2[CH2:2][CH2:3][CH2:4][S:5]2(=[O:7])=[O:6])[C:27]2[C:26]3[CH:25]=[CH:24][CH:23]=[CH:22][C:21]=3[N:20]=[C:19]([NH2:28])[C:18]=2[N:17]=1)[CH2:30][CH2:31][CH3:32]. The catalyst class is: 4.